Dataset: Tyrosyl-DNA phosphodiesterase HTS with 341,365 compounds. Task: Binary Classification. Given a drug SMILES string, predict its activity (active/inactive) in a high-throughput screening assay against a specified biological target. (1) The molecule is O(C(=O)c1cc2c(cc1O)cccc2)CC(=O)c1ccccc1. The result is 0 (inactive). (2) The compound is Clc1c(N2CCC(CC2)C(=O)N\N=C\c2cc(ccc2)C(F)(F)F)ncc(c1)C(F)(F)F. The result is 0 (inactive). (3) The drug is O=C1N(CCc2cc(OC)c(OC)cc2)C(=O)c2c1ccnc2. The result is 0 (inactive).